This data is from Full USPTO retrosynthesis dataset with 1.9M reactions from patents (1976-2016). The task is: Predict the reactants needed to synthesize the given product. Given the product [Br:1][C:2]1[CH:7]=[CH:6][C:5]([C@@H:8]([N:10]2[CH2:16][CH2:15][CH2:14][C@:13]([CH2:23][C:24]([OH:38])([CH3:26])[CH3:25])([C:17]3[CH:18]=[CH:19][CH:20]=[CH:21][CH:22]=3)[NH:12][C:11]2=[O:27])[CH3:9])=[CH:4][CH:3]=1, predict the reactants needed to synthesize it. The reactants are: [Br:1][C:2]1[CH:7]=[CH:6][C:5]([C@@H:8]([N:10]2[CH2:16][CH2:15][CH2:14][C@:13]([CH2:23][C:24]([CH3:26])=[CH2:25])([C:17]3[CH:22]=[CH:21][CH:20]=[CH:19][CH:18]=3)[NH:12][C:11]2=[O:27])[CH3:9])=[CH:4][CH:3]=1.C1([SiH3])C=CC=CC=1.C([OH:38])(C)C.C(Cl)Cl.